Dataset: Forward reaction prediction with 1.9M reactions from USPTO patents (1976-2016). Task: Predict the product of the given reaction. (1) Given the reactants C([O:3][C:4](=O)[C:5]([C:8]1[CH2:9][CH2:10][N:11]([CH2:14][C:15]2[CH:20]=[CH:19][CH:18]=[CH:17][CH:16]=2)[CH2:12][CH:13]=1)([CH3:7])[CH3:6])C.[H-].[H-].[H-].[H-].[Li+].[Al+3].O.[OH-].[Na+], predict the reaction product. The product is: [CH2:14]([N:11]1[CH2:10][CH:9]=[C:8]([C:5]([CH3:7])([CH3:6])[CH2:4][OH:3])[CH2:13][CH2:12]1)[C:15]1[CH:20]=[CH:19][CH:18]=[CH:17][CH:16]=1. (2) Given the reactants [Cl:1][C:2]1[CH:7]=[C:6](Cl)[N:5]=[CH:4][N:3]=1.C(=O)([O-])[O-].[K+].[K+].[F:15][C:16]([F:27])([F:26])[C:17]1[CH:18]=[C:19](B(O)O)[CH:20]=[CH:21][CH:22]=1.[Cl-].[NH4+], predict the reaction product. The product is: [Cl:1][C:2]1[CH:7]=[C:6]([C:21]2[CH:20]=[CH:19][CH:18]=[C:17]([C:16]([F:27])([F:26])[F:15])[CH:22]=2)[N:5]=[CH:4][N:3]=1. (3) Given the reactants [Cl:1][C:2]1[CH:7]=[C:6]([N:8]([CH:10]([CH2:12][CH2:13]O)[CH3:11])[CH3:9])[N:5]=[C:4]([OH:15])[N:3]=1.C(N(CC)CC)C.CS(Cl)(=O)=O, predict the reaction product. The product is: [Cl:1][C:2]1[CH:7]=[C:6]2[N:8]([CH3:9])[CH:10]([CH3:11])[CH2:12][CH2:13][N:5]2[C:4](=[O:15])[N:3]=1. (4) The product is: [CH:13]1([CH2:18][C:19]2[O:23][N:22]=[C:21]([NH:24][C:25](=[O:31])[C@@H:26]([NH:30][CH:7]3[CH2:6][CH2:5][C:4]4[C:9](=[CH:10][CH:11]=[C:2]([F:1])[CH:3]=4)[CH2:8]3)[CH2:27][CH2:28][CH3:29])[CH:20]=2)[CH2:14][CH2:15][CH2:16][CH2:17]1. Given the reactants [F:1][C:2]1[CH:3]=[C:4]2[C:9](=[CH:10][CH:11]=1)[CH2:8][C:7](=O)[CH2:6][CH2:5]2.[CH:13]1([CH2:18][C:19]2[O:23][N:22]=[C:21]([NH:24][C:25](=[O:31])[C@@H:26]([NH2:30])[CH2:27][CH2:28][CH3:29])[CH:20]=2)[CH2:17][CH2:16][CH2:15][CH2:14]1.C(O[BH-](OC(=O)C)OC(=O)C)(=O)C.[Na+], predict the reaction product. (5) Given the reactants [Cl:1][C:2]1[C:3]([I:23])=[CH:4][C:5]2[N:9]=[C:8](S(C)(=O)=O)[N:7](COCC[Si](C)(C)C)[C:6]=2[CH:22]=1.[C:24]([O-:27])([O-])=O.[Cs+].[Cs+].[CH:30]([OH:32])=O.S([O-])(O)(=O)=O.[K+].[OH-:39].[Na+].Cl.[CH3:42][CH2:43][O:44][C:45]([CH3:47])=O, predict the reaction product. The product is: [Cl:1][C:2]1[C:3]([I:23])=[CH:4][C:5]2[N:9]=[C:8]([O:39][C@@H:42]3[C@@H:47]4[O:32][CH2:30][C@@H:24]([OH:27])[C@@H:45]4[O:44][CH2:43]3)[NH:7][C:6]=2[CH:22]=1. (6) Given the reactants [OH:1][C@:2]1([CH3:31])[CH2:19][CH2:18][C@@:17]2([CH3:20])[C@@H:4]([CH2:5][CH2:6][C@@H:7]3[C@@H:16]2[CH2:15][CH2:14][C@@:12]2([CH3:13])[C@H:8]3[CH2:9][CH2:10][C@@H:11]2[C:21]2[O:25][N:24]=[C:23]([C:26](OCC)=[O:27])[CH:22]=2)[CH2:3]1.[BH4-].[Na+], predict the reaction product. The product is: [OH:1][C@:2]1([CH3:31])[CH2:19][CH2:18][C@@:17]2([CH3:20])[C@@H:4]([CH2:5][CH2:6][C@@H:7]3[C@@H:16]2[CH2:15][CH2:14][C@@:12]2([CH3:13])[C@H:8]3[CH2:9][CH2:10][C@@H:11]2[C:21]2[O:25][N:24]=[C:23]([CH2:26][OH:27])[CH:22]=2)[CH2:3]1. (7) Given the reactants C[O:2][C:3]1[C:17]2[C:12](=[CH:13][CH:14]=[CH:15][CH:16]=2)[NH:11][C:10]2[C:5](=[CH:6][CH:7]=[CH:8][CH:9]=2)[CH:4]=1.ClCC(O)=O.[O-:23][C:24]#[N:25].[Na+], predict the reaction product. The product is: [CH:7]1[CH:8]=[CH:9][C:10]2[N:11]([C:24]([NH2:25])=[O:23])[C:12]3[CH:13]=[CH:14][CH:15]=[CH:16][C:17]=3[C:3](=[O:2])[CH2:4][C:5]=2[CH:6]=1. (8) Given the reactants [O:1]1[CH2:6][CH2:5][N:4]([C:7]2[C:8](=[O:22])[N:9]([C:13]3[CH:18]=[CH:17][C:16]([N+:19]([O-:21])=[O:20])=[CH:15][CH:14]=3)[CH2:10][CH2:11][CH:12]=2)[CH2:3][CH2:2]1.Cl/[C:24](=[N:30]\[NH:31][C:32]1[CH:37]=[CH:36][C:35]([O:38][CH3:39])=[CH:34][CH:33]=1)/[C:25]([O:27][CH2:28][CH3:29])=[O:26].C(N(CC)CC)C.O, predict the reaction product. The product is: [CH3:39][O:38][C:35]1[CH:34]=[CH:33][C:32]([N:31]2[C:7]3([N:4]4[CH2:5][CH2:6][O:1][CH2:2][CH2:3]4)[C:8](=[O:22])[N:9]([C:13]4[CH:14]=[CH:15][C:16]([N+:19]([O-:21])=[O:20])=[CH:17][CH:18]=4)[CH2:10][CH2:11][CH:12]3[C:24]([C:25]([O:27][CH2:28][CH3:29])=[O:26])=[N:30]2)=[CH:37][CH:36]=1.